This data is from Full USPTO retrosynthesis dataset with 1.9M reactions from patents (1976-2016). The task is: Predict the reactants needed to synthesize the given product. Given the product [F:1][C:2]1[C:3]([O:13][CH3:14])=[C:4]([C:9](=[O:12])[CH2:10][CH3:11])[CH:5]=[CH:6][C:7]=1[F:8], predict the reactants needed to synthesize it. The reactants are: [F:1][C:2]1[C:3]([OH:13])=[C:4]([C:9](=[O:12])[CH2:10][CH3:11])[CH:5]=[CH:6][C:7]=1[F:8].[C:14](=O)([O-])[O-].[K+].[K+].CI.